Task: Predict which catalyst facilitates the given reaction.. Dataset: Catalyst prediction with 721,799 reactions and 888 catalyst types from USPTO (1) Reactant: [N:1]1([C:6]2[CH:13]=[CH:12][C:9]([CH:10]=[O:11])=[CH:8][CH:7]=2)[CH:5]=[CH:4][CH:3]=[CH:2]1.[Cl:14][C:15]1[CH:20]=[CH:19][C:18]([NH:21][C:22]([CH:24]2[CH2:29][CH2:28][CH2:27][NH:26][CH2:25]2)=[O:23])=[CH:17][CH:16]=1.C(OO)(C)(C)C. Product: [N:1]1([C:6]2[CH:13]=[CH:12][C:9]([C:10]([N:26]3[CH2:27][CH2:28][CH2:29][CH:24]([C:22]([NH:21][C:18]4[CH:17]=[CH:16][C:15]([Cl:14])=[CH:20][CH:19]=4)=[O:23])[CH2:25]3)=[O:11])=[CH:8][CH:7]=2)[CH:5]=[CH:4][CH:3]=[CH:2]1. The catalyst class is: 23. (2) Reactant: [Cl:1][C:2]1[CH:3]=[C:4]([C:8]2[CH:17]=[C:16]([CH:18]=C)[C:15]([O:20][CH3:21])=[C:14]3[C:9]=2[CH:10]=[N:11][C:12]([NH:22][CH3:23])=[N:13]3)[CH:5]=[CH:6][CH:7]=1.CC([OH:27])C.I([O-])(=O)(=O)=O.[Na+]. Product: [Cl:1][C:2]1[CH:3]=[C:4]([C:8]2[CH:17]=[C:16]([CH:18]=[O:27])[C:15]([O:20][CH3:21])=[C:14]3[C:9]=2[CH:10]=[N:11][C:12]([NH:22][CH3:23])=[N:13]3)[CH:5]=[CH:6][CH:7]=1. The catalyst class is: 822.